Dataset: Retrosynthesis with 50K atom-mapped reactions and 10 reaction types from USPTO. Task: Predict the reactants needed to synthesize the given product. (1) Given the product O=C(Nc1ccc2c(=O)[nH]cnc2c1)C1(c2ccc(Cl)cc2)CCNCC1, predict the reactants needed to synthesize it. The reactants are: O=C(OCC1c2ccccc2-c2ccccc21)N1CCC(C(=O)Nc2ccc3c(=O)[nH]cnc3c2)(c2ccc(Cl)cc2)CC1. (2) Given the product COC[C@H]1CN(C(=O)OC(C)(C)C)[C@H](C)CN1CC(=O)N1CC(C)(C)c2ccc(CN3CCCC3=O)cc21, predict the reactants needed to synthesize it. The reactants are: COC[C@H]1CN(C(=O)OC(C)(C)C)[C@H](C)CN1CC(=O)N1CC(C)(C)c2cc(Br)c(CN3CCCC3=O)cc21. (3) Given the product CC(NCCCCNC(=O)OC(C)(C)C)c1nccs1, predict the reactants needed to synthesize it. The reactants are: CC(=O)c1nccs1.CC(C)(C)OC(=O)NCCCCN. (4) Given the product N#Cc1ccc([C@H](CC(=O)O)NC(=O)c2nc(C#N)c3cc(Oc4ccccc4)ccc3c2O)cc1, predict the reactants needed to synthesize it. The reactants are: COC(=O)c1nc(C#N)c2cc(Oc3ccccc3)ccc2c1O.N#Cc1ccc([C@@H](N)CC(=O)O)cc1. (5) Given the product CCC#CC[N+]12CCC(CC1)[C@@H](OC(=O)C(O)(c1cccs1)c1cccs1)C2, predict the reactants needed to synthesize it. The reactants are: CCC#CCBr.O=C(O[C@H]1CN2CCC1CC2)C(O)(c1cccs1)c1cccs1. (6) Given the product CCOC(=O)c1cnc(N2CCC(C(=O)NS(=O)(=O)c3ccc(Cl)s3)CC2)c(Cl)c1N, predict the reactants needed to synthesize it. The reactants are: CCOC(=O)c1cnc(Cl)c(Cl)c1N.O=C(NS(=O)(=O)c1ccc(Cl)s1)C1CCNCC1. (7) Given the product Cc1ccc2nc(CCNCC3CC3)[nH]c2c1, predict the reactants needed to synthesize it. The reactants are: Cc1ccc2nc(CCN)[nH]c2c1.O=CC1CC1.